This data is from Catalyst prediction with 721,799 reactions and 888 catalyst types from USPTO. The task is: Predict which catalyst facilitates the given reaction. (1) Reactant: [C:1]1([CH:7]2[O:11][N:10]=[C:9]([C:12]3[N:13]=[C:14]([CH:17]4[CH2:22][CH2:21][N:20]([C:23](=O)[CH2:24][N:25]5[C:29]([CH3:30])=[CH:28][C:27]([C:31]([F:34])([F:33])[F:32])=[N:26]5)[CH2:19][CH2:18]4)[S:15][CH:16]=3)[CH2:8]2)[CH:6]=[CH:5][CH:4]=[CH:3][CH:2]=1.P12(SP3(SP(SP(S3)(S1)=S)(=S)S2)=S)=[S:37]. Product: [C:1]1([CH:7]2[O:11][N:10]=[C:9]([C:12]3[N:13]=[C:14]([CH:17]4[CH2:22][CH2:21][N:20]([C:23](=[S:37])[CH2:24][N:25]5[C:29]([CH3:30])=[CH:28][C:27]([C:31]([F:34])([F:33])[F:32])=[N:26]5)[CH2:19][CH2:18]4)[S:15][CH:16]=3)[CH2:8]2)[CH:6]=[CH:5][CH:4]=[CH:3][CH:2]=1. The catalyst class is: 17. (2) Reactant: [NH2:1][C:2]1[CH:7]=[CH:6][C:5]([NH2:8])=[CH:4][C:3]=1[S:9]([NH2:12])(=[O:11])=[O:10].ClCCl.[CH3:16][S:17](Cl)(=[O:19])=[O:18]. Product: [NH2:1][C:2]1[CH:7]=[CH:6][C:5]([NH:8][S:17]([CH3:16])(=[O:19])=[O:18])=[CH:4][C:3]=1[S:9]([NH2:12])(=[O:10])=[O:11]. The catalyst class is: 17. (3) Reactant: [F:1][C:2]1[CH:7]=[C:6]([O:8][C:9]2[C:18]3[C:13](=[CH:14][C:15]([O:23][CH3:24])=[C:16]([C:19]([O:21][CH3:22])=[O:20])[CH:17]=3)[N:12]=[CH:11][CH:10]=2)[CH:5]=[CH:4][C:3]=1[NH:25][C:26](=O)[O:27]C1C=CC=CC=1.[CH2:35]([NH2:37])[CH3:36]. Product: [CH3:22][O:21][C:19]([C:16]1[CH:17]=[C:18]2[C:13](=[CH:14][C:15]=1[O:23][CH3:24])[N:12]=[CH:11][CH:10]=[C:9]2[O:8][C:6]1[CH:5]=[CH:4][C:3]([NH:25][C:26]([NH:37][CH2:35][CH3:36])=[O:27])=[C:2]([F:1])[CH:7]=1)=[O:20]. The catalyst class is: 16. (4) Reactant: C[O:2][C:3]([C:5]1[C:10]([CH3:11])=[CH:9][CH:8]=[CH:7][N:6]=1)=O.C1C(=O)[N:16](Br)C(=O)C1.N(C1(C#N)CCCCC1)=NC1(C#N)CCCCC1. Product: [N:6]1[CH:7]=[CH:8][CH:9]=[C:10]2[CH2:11][NH:16][C:3](=[O:2])[C:5]=12. The catalyst class is: 53.